The task is: Predict the reaction yield, written as a fraction of the theoretical maximum amount of product (1.0 means a 100% yield; for example, 0.34 means a 34% yield).. This data is from Reaction yield outcomes from USPTO patents with 853,638 reactions. (1) The reactants are [CH2:1]([O:3][C:4]([N:6]1[C:15]2[C:10](=[CH:11][C:12]([C:16]([F:19])([F:18])[F:17])=[CH:13][CH:14]=2)C(=NN)[CH2:8][C@H:7]1[CH2:22][CH3:23])=[O:5])[CH3:2].[CH2:24]([O:26][CH2:27]C)C.C(N(C(C)C)CC)(C)C.[C:38]([Cl:41])(Cl)=O.C[OH:43]. The catalyst is C1(C)C=CC=CC=1.O=[Mn]=O. The product is [CH3:24][O:26][C:27]([C:38]1([Cl:41])[C:10]2[C:15](=[CH:14][CH:13]=[C:12]([C:16]([F:19])([F:18])[F:17])[CH:11]=2)[N:6]([C:4]([O:3][CH2:1][CH3:2])=[O:5])[CH:7]([CH2:22][CH3:23])[CH2:8]1)=[O:43]. The yield is 0.980. (2) The reactants are [NH2:1][CH2:2][C:3]1[N:8]=[C:7]([C:9]2[S:13][C:12]([N:14]3[CH2:19][CH2:18][O:17][CH2:16][CH2:15]3)=[N:11][C:10]=2[C:20]2[C:21]([F:38])=[C:22]([NH:26][S:27]([C:30]3[CH:35]=[C:34]([F:36])[CH:33]=[CH:32][C:31]=3[F:37])(=[O:29])=[O:28])[CH:23]=[CH:24][CH:25]=2)[CH:6]=[CH:5][N:4]=1.CN(C(ON1N=NC2C=CC=NC1=2)=[N+](C)C)C.F[P-](F)(F)(F)(F)F.[CH3:63][CH:64]([CH3:68])[C:65](O)=[O:66]. The catalyst is ClCCl. The product is [F:37][C:31]1[CH:32]=[CH:33][C:34]([F:36])=[CH:35][C:30]=1[S:27]([NH:26][C:22]1[C:21]([F:38])=[C:20]([C:10]2[N:11]=[C:12]([N:14]3[CH2:19][CH2:18][O:17][CH2:16][CH2:15]3)[S:13][C:9]=2[C:7]2[CH:6]=[CH:5][N:4]=[C:3]([CH2:2][NH:1][C:65](=[O:66])[CH:64]([CH3:68])[CH3:63])[N:8]=2)[CH:25]=[CH:24][CH:23]=1)(=[O:28])=[O:29]. The yield is 0.420.